Dataset: Catalyst prediction with 721,799 reactions and 888 catalyst types from USPTO. Task: Predict which catalyst facilitates the given reaction. Reactant: [F:1][C:2]([F:36])([F:35])[C:3]1[CH:4]=[C:5]([CH:28]=[C:29]([C:31]([F:34])([F:33])[F:32])[CH:30]=1)[C:6]([N:8]1[CH2:13][CH2:12][N:11]([CH2:14][C:15](=O)[CH3:16])[CH2:10][C@H:9]1[CH2:18][C:19]1[C:27]2[C:22](=[CH:23][CH:24]=[CH:25][CH:26]=2)[NH:21][CH:20]=1)=[O:7].Cl.Cl.[CH3:39][N:40]([CH3:45])[CH2:41][CH2:42][O:43][NH2:44].C([O-])(=O)C.[Na+]. Product: [CH3:39][N:40]([CH3:45])[CH2:41][CH2:42][O:43][N:44]=[C:15]([CH3:16])[CH2:14][N:11]1[CH2:12][CH2:13][N:8]([C:6](=[O:7])[C:5]2[CH:4]=[C:3]([C:2]([F:36])([F:35])[F:1])[CH:30]=[C:29]([C:31]([F:33])([F:34])[F:32])[CH:28]=2)[C@H:9]([CH2:18][C:19]2[C:27]3[C:22](=[CH:23][CH:24]=[CH:25][CH:26]=3)[NH:21][CH:20]=2)[CH2:10]1. The catalyst class is: 5.